This data is from Forward reaction prediction with 1.9M reactions from USPTO patents (1976-2016). The task is: Predict the product of the given reaction. (1) Given the reactants I[C:2]1[CH:7]=[CH:6][C:5]([F:8])=[CH:4][CH:3]=1.[N:9]12[CH2:16][CH2:15][CH:12]([CH2:13][CH2:14]1)[CH:11]([CH2:17][OH:18])[CH2:10]2, predict the reaction product. The product is: [F:8][C:5]1[CH:6]=[CH:7][C:2]([O:18][CH2:17][CH:11]2[CH:12]3[CH2:15][CH2:16][N:9]([CH2:14][CH2:13]3)[CH2:10]2)=[CH:3][CH:4]=1. (2) Given the reactants [N:1]1[C:10]2[C:5](=[CH:6][C:7]([CH2:11][N:12]3[C:16]4=[N:17][C:18]([C:21](=O)[CH3:22])=[CH:19][N:20]=[C:15]4[N:14]=[N:13]3)=[CH:8][CH:9]=2)[CH:4]=[CH:3][CH:2]=1.[CH3:24][N:25]([C:27]([NH2:29])=[O:28])[NH2:26], predict the reaction product. The product is: [CH3:24][N:25]([C:27]([NH2:29])=[O:28])/[N:26]=[C:21](/[C:18]1[N:17]=[C:16]2[N:12]([CH2:11][C:7]3[CH:6]=[C:5]4[C:10](=[CH:9][CH:8]=3)[N:1]=[CH:2][CH:3]=[CH:4]4)[N:13]=[N:14][C:15]2=[N:20][CH:19]=1)\[CH3:22]. (3) Given the reactants [CH3:1][C:2]1[CH:3]=[C:4]([CH:7]=[C:8]([CH3:11])[C:9]=1[OH:10])[CH:5]=O.Br[CH2:13][CH2:14][N:15]1C(=O)C2=CC=CC=C2C1=O.[C:26]([O-:29])([O-])=O.[K+].[K+].N[C@H](C(O)=O)CC1C=C2C(C=CC=C2)=CC=1.CCOCC.[NH2:53][C:54]1[CH:62]=[C:61](OC)[CH:60]=[C:59]([O:65][CH3:66])[C:55]=1[C:56]([NH2:58])=[O:57].OS([O-])=O.[Na+].CC1C=CC(S(O)(=O)=O)=CC=1.O, predict the reaction product. The product is: [NH2:15][CH2:14][CH2:13][O:10][C:9]1[C:2]([CH3:1])=[CH:3][C:4]([C:5]2[NH:58][C:56](=[O:57])[C:55]3[C:54](=[CH:62][C:61]([O:29][CH3:26])=[CH:60][C:59]=3[O:65][CH3:66])[N:53]=2)=[CH:7][C:8]=1[CH3:11]. (4) Given the reactants C[O:2][C:3](=[O:26])[CH:4]=[CH:5][C:6]1[CH:11]=[CH:10][CH:9]=[C:8]([S:12](=[O:25])(=[O:24])[NH:13][C:14]2[CH:23]=[CH:22][C:21]3[C:16](=[CH:17][CH:18]=[CH:19][CH:20]=3)[CH:15]=2)[CH:7]=1.CO, predict the reaction product. The product is: [CH:15]1[C:16]2[C:21](=[CH:20][CH:19]=[CH:18][CH:17]=2)[CH:22]=[CH:23][C:14]=1[NH:13][S:12]([C:8]1[CH:7]=[C:6]([CH:5]=[CH:4][C:3]([OH:26])=[O:2])[CH:11]=[CH:10][CH:9]=1)(=[O:24])=[O:25].